From a dataset of NCI-60 drug combinations with 297,098 pairs across 59 cell lines. Regression. Given two drug SMILES strings and cell line genomic features, predict the synergy score measuring deviation from expected non-interaction effect. Drug 1: C1=NC2=C(N=C(N=C2N1C3C(C(C(O3)CO)O)O)F)N. Drug 2: C1CN(P(=O)(OC1)NCCCl)CCCl. Cell line: MDA-MB-231. Synergy scores: CSS=1.97, Synergy_ZIP=-3.75, Synergy_Bliss=-2.60, Synergy_Loewe=-9.50, Synergy_HSA=-3.66.